This data is from Forward reaction prediction with 1.9M reactions from USPTO patents (1976-2016). The task is: Predict the product of the given reaction. (1) Given the reactants [Br:1][C:2]1[N:7]=[CH:6][C:5]([O:8][CH2:9][C:10]([CH3:23])([OH:22])[CH2:11][CH2:12][N:13]2[CH:17]=[C:16]([N+:18]([O-:20])=[O:19])[N:15]=[C:14]2Cl)=[CH:4][CH:3]=1.[H-].[Na+], predict the reaction product. The product is: [Br:1][C:2]1[N:7]=[CH:6][C:5]([O:8][CH2:9][C:10]2([CH3:23])[O:22][C:14]3=[N:15][C:16]([N+:18]([O-:20])=[O:19])=[CH:17][N:13]3[CH2:12][CH2:11]2)=[CH:4][CH:3]=1. (2) Given the reactants [CH3:1][O:2][C:3]1[CH:4]=[CH:5][C:6]2[C:18]3[C:17]4[CH:16]=[CH:15][C:14]([O:19][CH3:20])=[CH:13][C:12]=4[C:11](=[O:21])[C:10]=3[CH:9]=[C:8]([OH:22])[C:7]=2[CH:23]=1.[C:24](O[C:24]([O:26][C:27]([CH3:30])([CH3:29])[CH3:28])=[O:25])([O:26][C:27]([CH3:30])([CH3:29])[CH3:28])=[O:25], predict the reaction product. The product is: [CH3:1][O:2][C:3]1[CH:4]=[CH:5][C:6]2[C:18]3[C:17]4[CH:16]=[CH:15][C:14]([O:19][CH3:20])=[CH:13][C:12]=4[C:11](=[O:21])[C:10]=3[CH:9]=[C:8]([O:22][C:24]([O:26][C:27]([CH3:30])([CH3:29])[CH3:28])=[O:25])[C:7]=2[CH:23]=1. (3) Given the reactants [NH:1]1[CH2:6][CH2:5][CH2:4][CH2:3][CH:2]1[CH2:7][C:8]1[S:9][C:10]2[CH:16]=[CH:15][CH:14]=[CH:13][C:11]=2[N:12]=1.[F:17][C:18]1[CH:23]=[CH:22][C:21]([C:24]2[C:25]([C:30](O)=[O:31])=[N:26][N:27]([CH3:29])[CH:28]=2)=[CH:20][CH:19]=1, predict the reaction product. The product is: [S:9]1[C:10]2[CH:16]=[CH:15][CH:14]=[CH:13][C:11]=2[N:12]=[C:8]1[CH2:7][CH:2]1[CH2:3][CH2:4][CH2:5][CH2:6][N:1]1[C:30]([C:25]1[C:24]([C:21]2[CH:22]=[CH:23][C:18]([F:17])=[CH:19][CH:20]=2)=[CH:28][N:27]([CH3:29])[N:26]=1)=[O:31]. (4) Given the reactants [CH3:1][C:2]1[O:6][C:5]([C:7]2[CH:12]=[CH:11][CH:10]=[CH:9][CH:8]=2)=[N:4][C:3]=1[CH2:13][O:14][C:15]1[CH:44]=[CH:43][C:18]([C:19]([NH:21][C:22]2[C:26](/[CH:27]=[CH:28]/[P:29](=[O:36])([O:33][CH2:34][CH3:35])[O:30][CH2:31][CH3:32])=[CH:25][N:24]([C:37]3[CH:42]=[CH:41][CH:40]=[CH:39][CH:38]=3)[N:23]=2)=[O:20])=[CH:17][CH:16]=1.[H-].[Na+].[CH3:47]N(C)C=O.CI, predict the reaction product. The product is: [CH3:47][N:21]([C:19](=[O:20])[C:18]1[CH:43]=[CH:44][C:15]([O:14][CH2:13][C:3]2[N:4]=[C:5]([C:7]3[CH:12]=[CH:11][CH:10]=[CH:9][CH:8]=3)[O:6][C:2]=2[CH3:1])=[CH:16][CH:17]=1)[C:22]1[C:26](/[CH:27]=[CH:28]/[P:29](=[O:36])([O:33][CH2:34][CH3:35])[O:30][CH2:31][CH3:32])=[CH:25][N:24]([C:37]2[CH:38]=[CH:39][CH:40]=[CH:41][CH:42]=2)[N:23]=1. (5) Given the reactants [C:1]([OH:10])(=[O:9])[C:2]1[C:3](=[CH:5][CH:6]=[CH:7][CH:8]=1)[NH2:4].[F:11][C:12]1[CH:19]=[CH:18][C:17]([CH:20]=O)=[CH:16][C:13]=1[C:14]#[N:15], predict the reaction product. The product is: [C:14]([C:13]1[CH:16]=[C:17]([CH:18]=[CH:19][C:12]=1[F:11])[CH2:20][NH:4][C:3]1[CH:5]=[CH:6][CH:7]=[CH:8][C:2]=1[C:1]([OH:10])=[O:9])#[N:15]. (6) Given the reactants [Br:1][C:2]1[CH:11]=[CH:10][C:9]2[N:8]([CH2:12][CH2:13][CH2:14][C:15](O)=[O:16])[C:7](=[O:18])[C:6]3[C:19]([CH3:22])=[N:20][NH:21][C:5]=3[C:4]=2[CH:3]=1.O.ON1C2C=CC=CC=2N=N1.C(N(CC)C(C)C)(C)C.[C:43]([N:50]1[CH2:55][CH2:54][NH:53][CH2:52][CH2:51]1)([O:45][C:46]([CH3:49])([CH3:48])[CH3:47])=[O:44].C(N=C=NCCCN(C)C)C, predict the reaction product. The product is: [C:46]([O:45][C:43]([N:50]1[CH2:51][CH2:52][N:53]([C:15](=[O:16])[CH2:14][CH2:13][CH2:12][N:8]2[C:9]3[CH:10]=[CH:11][C:2]([Br:1])=[CH:3][C:4]=3[C:5]3[NH:21][N:20]=[C:19]([CH3:22])[C:6]=3[C:7]2=[O:18])[CH2:54][CH2:55]1)=[O:44])([CH3:49])([CH3:48])[CH3:47]. (7) Given the reactants COC(=O)C1C=CC=C(N[C:11](=[O:38])[CH2:12][N:13]2[N:19]=[C:18]([CH:20]3[CH2:25][CH2:24][CH2:23][CH2:22][CH2:21]3)[C:17]3[CH:26]=[CH:27][CH:28]=[CH:29][C:16]=3[N:15]([CH2:30][C:31](=[O:36])[C:32]([CH3:35])([CH3:34])[CH3:33])[C:14]2=[O:37])C=1.CC(C)(C)C(=O)CN1C2C=CC=CC=2C(C2C=CC=CC=2)=NN([CH2:61][C:62](O)=[O:63])C1=O.C(OC(=O)CSC1C=CC=C(N)C=1)C.C1(C2C3C=CC=CC=3N(CC(=O)C(C)(C)C)C(=O)N(CC(O)=O)N=2)CCCCC1.COC(=O)C1C=CC=C(N)C=1, predict the reaction product. The product is: [CH2:62]([O:63][C:11](=[O:38])[CH2:12][N:13]1[N:19]=[C:18]([CH:20]2[CH2:21][CH2:22][CH2:23][CH2:24][CH2:25]2)[C:17]2[CH:26]=[CH:27][CH:28]=[CH:29][C:16]=2[N:15]([CH2:30][C:31](=[O:36])[C:32]([CH3:34])([CH3:33])[CH3:35])[C:14]1=[O:37])[CH3:61]. (8) Given the reactants Cl[C:2]1[CH:11]=[C:10]2[NH:12][N:13]=[C:8]3[C:9]2=[C:4]([CH2:5][CH:6]([CH3:23])[N:7]3[CH2:14][C:15]2[CH:20]=[CH:19][C:18]([O:21][CH3:22])=[CH:17][CH:16]=2)[N:3]=1.[C:24]1([C@H:30]([NH:32][C:33]([NH2:35])=[O:34])[CH3:31])[CH:29]=[CH:28][CH:27]=[CH:26][CH:25]=1.C(=O)([O-])[O-].[Cs+].[Cs+], predict the reaction product. The product is: [CH3:22][O:21][C:18]1[CH:19]=[CH:20][C:15]([CH2:14][N:7]2[CH:6]([CH3:23])[CH2:5][C:4]3[N:3]=[C:2]([NH:35][C:33]([NH:32][C@@H:30]([C:24]4[CH:29]=[CH:28][CH:27]=[CH:26][CH:25]=4)[CH3:31])=[O:34])[CH:11]=[C:10]4[NH:12][N:13]=[C:8]2[C:9]=34)=[CH:16][CH:17]=1.